This data is from Full USPTO retrosynthesis dataset with 1.9M reactions from patents (1976-2016). The task is: Predict the reactants needed to synthesize the given product. (1) Given the product [CH2:1]([O:8][C:9]1[CH:10]=[C:11]([C:12]2[N:28]=[N:29][NH:30][N:13]=2)[CH:14]=[C:15]([N+:25]([O-:27])=[O:26])[C:16]=1[O:17][CH2:18][C:19]1[CH:20]=[CH:21][CH:22]=[CH:23][CH:24]=1)[C:2]1[CH:7]=[CH:6][CH:5]=[CH:4][CH:3]=1, predict the reactants needed to synthesize it. The reactants are: [CH2:1]([O:8][C:9]1[CH:10]=[C:11]([CH:14]=[C:15]([N+:25]([O-:27])=[O:26])[C:16]=1[O:17][CH2:18][C:19]1[CH:24]=[CH:23][CH:22]=[CH:21][CH:20]=1)[C:12]#[N:13])[C:2]1[CH:7]=[CH:6][CH:5]=[CH:4][CH:3]=1.[N-:28]=[N+:29]=[N-:30].[Na+].[Cl-].[NH4+].Cl. (2) Given the product [CH3:11][O:12][C:13]1[CH:19]=[CH:18][C:17]([S:20]([CH:23]([F:24])[F:25])(=[O:21])=[O:22])=[CH:16][C:14]=1[NH:15][C:8]([NH:7][C:4]1[CH:5]=[CH:6][C:1]([CH3:10])=[CH:2][CH:3]=1)=[O:9], predict the reactants needed to synthesize it. The reactants are: [C:1]1([CH3:10])[CH:6]=[CH:5][C:4]([N:7]=[C:8]=[O:9])=[CH:3][CH:2]=1.[CH3:11][O:12][C:13]1[CH:19]=[CH:18][C:17]([S:20]([CH:23]([F:25])[F:24])(=[O:22])=[O:21])=[CH:16][C:14]=1[NH2:15]. (3) Given the product [ClH:20].[NH2:3][CH:4]([CH:10]([CH3:18])[CH2:11][CH2:12][CH2:13][CH2:14][CH2:15][CH2:16][CH3:17])[C:5]([OH:7])=[O:6], predict the reactants needed to synthesize it. The reactants are: C([NH:3][CH:4]([CH:10]([CH3:18])[CH2:11][CH2:12][CH2:13][CH2:14][CH2:15][CH2:16][CH3:17])[C:5]([O:7]CC)=[O:6])=O.Cl.[Cl:20]CCl.CO.